Predict the product of the given reaction. From a dataset of Forward reaction prediction with 1.9M reactions from USPTO patents (1976-2016). (1) The product is: [CH:1]1([CH2:10][C@@H:9]([OH:8])[C:11]([O:13][CH3:14])=[O:12])[CH2:5][CH2:4][CH2:3][CH2:2]1. Given the reactants [CH:1]1([Mg]Br)[CH2:5][CH2:4][CH2:3][CH2:2]1.[O:8]1[CH2:10][C@@H:9]1[C:11]([O:13][CH3:14])=[O:12], predict the reaction product. (2) Given the reactants C[O:2][C:3]([C:5]1[S:6][C:7]([C:27]2[CH:32]=[CH:31][CH:30]=[CH:29][CH:28]=2)=[CH:8][C:9]=1[N:10]([CH:24]([CH3:26])[CH3:25])[C:11]([C@@H:13]1[CH2:18][CH2:17][C@@H:16]([CH3:19])[CH2:15][C@@H:14]1[O:20]C(=O)C)=[O:12])=[O:4].[Li+].[OH-], predict the reaction product. The product is: [CH:24]([N:10]([C:11]([C@@H:13]1[CH2:18][CH2:17][C@@H:16]([CH3:19])[CH2:15][C@@H:14]1[OH:20])=[O:12])[C:9]1[CH:8]=[C:7]([C:27]2[CH:32]=[CH:31][CH:30]=[CH:29][CH:28]=2)[S:6][C:5]=1[C:3]([OH:4])=[O:2])([CH3:26])[CH3:25]. (3) Given the reactants [Cl:1][C:2]1[CH:7]=[CH:6][CH:5]=[CH:4][C:3]=1[CH:8]([C:20]1[CH:28]=[CH:27][C:23]([C:24](O)=[O:25])=[C:22]([F:29])[CH:21]=1)[CH2:9][C:10]([C:12]1[CH:17]=[CH:16][C:15](=[O:18])[N:14]([CH3:19])[CH:13]=1)=[O:11].[NH2:30][C@H:31]1[CH2:36][CH2:35][C@H:34]([OH:37])[CH2:33][CH2:32]1.CN([P+](ON1N=NC2C=CC=CC1=2)(N(C)C)N(C)C)C.F[P-](F)(F)(F)(F)F, predict the reaction product. The product is: [Cl:1][C:2]1[CH:7]=[CH:6][CH:5]=[CH:4][C:3]=1[CH:8]([C:20]1[CH:28]=[CH:27][C:23]([C:24]([NH:30][C@H:31]2[CH2:36][CH2:35][C@H:34]([OH:37])[CH2:33][CH2:32]2)=[O:25])=[C:22]([F:29])[CH:21]=1)[CH2:9][C:10]([C:12]1[CH:17]=[CH:16][C:15](=[O:18])[N:14]([CH3:19])[CH:13]=1)=[O:11]. (4) Given the reactants Br[C:2]1[C:7]([CH:8]=[O:9])=[C:6]([F:10])[C:5]([O:11][CH3:12])=[CH:4][CH:3]=1.[CH:13]([B-](F)(F)F)=[CH2:14].[K+], predict the reaction product. The product is: [F:10][C:6]1[C:5]([O:11][CH3:12])=[CH:4][CH:3]=[C:2]([CH:13]=[CH2:14])[C:7]=1[CH:8]=[O:9]. (5) The product is: [NH2:23][C:24]1[N:29]=[CH:28][C:27]([C:30]2[CH:31]=[CH:32][C:33]([S:36]([NH:39][CH:40]3[CH2:42][CH2:41]3)(=[O:37])=[O:38])=[CH:34][CH:35]=2)=[CH:26][C:25]=1[C:10]1[CH:11]=[CH:12][C:5]2[C:4](=[O:22])[NH:3][C@@H:2]([CH3:1])[CH2:8][NH:7][C:6]=2[CH:9]=1. Given the reactants [CH3:1][C@H:2]1[CH2:8][NH:7][C:6]2[CH:9]=[C:10](B3OC(C)(C)C(C)(C)O3)[CH:11]=[CH:12][C:5]=2[C:4](=[O:22])[NH:3]1.[NH2:23][C:24]1[N:29]=[CH:28][C:27]([C:30]2[CH:35]=[CH:34][C:33]([S:36]([NH:39][CH:40]3[CH2:42][CH2:41]3)(=[O:38])=[O:37])=[CH:32][CH:31]=2)=[CH:26][C:25]=1Br, predict the reaction product.